Task: Regression. Given two drug SMILES strings and cell line genomic features, predict the synergy score measuring deviation from expected non-interaction effect.. Dataset: NCI-60 drug combinations with 297,098 pairs across 59 cell lines (1) Drug 1: CC1=C2C(C(=O)C3(C(CC4C(C3C(C(C2(C)C)(CC1OC(=O)C(C(C5=CC=CC=C5)NC(=O)OC(C)(C)C)O)O)OC(=O)C6=CC=CC=C6)(CO4)OC(=O)C)OC)C)OC. Drug 2: CC1=C(C(=CC=C1)Cl)NC(=O)C2=CN=C(S2)NC3=CC(=NC(=N3)C)N4CCN(CC4)CCO. Cell line: OVCAR3. Synergy scores: CSS=33.7, Synergy_ZIP=-3.26, Synergy_Bliss=-7.87, Synergy_Loewe=-21.1, Synergy_HSA=-5.03. (2) Drug 1: CCCCC(=O)OCC(=O)C1(CC(C2=C(C1)C(=C3C(=C2O)C(=O)C4=C(C3=O)C=CC=C4OC)O)OC5CC(C(C(O5)C)O)NC(=O)C(F)(F)F)O. Drug 2: COC1=C2C(=CC3=C1OC=C3)C=CC(=O)O2. Cell line: K-562. Synergy scores: CSS=75.5, Synergy_ZIP=9.49, Synergy_Bliss=7.84, Synergy_Loewe=3.97, Synergy_HSA=10.4. (3) Drug 1: CC1=C(C=C(C=C1)NC2=NC=CC(=N2)N(C)C3=CC4=NN(C(=C4C=C3)C)C)S(=O)(=O)N.Cl. Drug 2: C1=NC2=C(N=C(N=C2N1C3C(C(C(O3)CO)O)F)Cl)N. Cell line: HOP-62. Synergy scores: CSS=43.3, Synergy_ZIP=2.11, Synergy_Bliss=2.45, Synergy_Loewe=-27.1, Synergy_HSA=2.42. (4) Drug 1: CC1OCC2C(O1)C(C(C(O2)OC3C4COC(=O)C4C(C5=CC6=C(C=C35)OCO6)C7=CC(=C(C(=C7)OC)O)OC)O)O. Drug 2: C1=CC(=CC=C1CC(C(=O)O)N)N(CCCl)CCCl.Cl. Cell line: SR. Synergy scores: CSS=94.3, Synergy_ZIP=9.30, Synergy_Bliss=9.14, Synergy_Loewe=6.24, Synergy_HSA=10.9. (5) Drug 2: CN1C=C(C=N1)C2=C3N=C(C(=C(N3N=C2)N)Br)C4CCCNC4. Cell line: OVCAR3. Drug 1: C1=CC(=C(C=C1I)F)NC2=C(C=CC(=C2F)F)C(=O)NOCC(CO)O. Synergy scores: CSS=46.5, Synergy_ZIP=4.37, Synergy_Bliss=4.34, Synergy_Loewe=6.97, Synergy_HSA=7.57. (6) Drug 1: CC12CCC(CC1=CCC3C2CCC4(C3CC=C4C5=CN=CC=C5)C)O. Drug 2: C1CC(C1)(C(=O)O)C(=O)O.[NH2-].[NH2-].[Pt+2]. Cell line: HL-60(TB). Synergy scores: CSS=71.4, Synergy_ZIP=3.95, Synergy_Bliss=7.59, Synergy_Loewe=1.51, Synergy_HSA=4.22. (7) Drug 1: CCC1(CC2CC(C3=C(CCN(C2)C1)C4=CC=CC=C4N3)(C5=C(C=C6C(=C5)C78CCN9C7C(C=CC9)(C(C(C8N6C)(C(=O)OC)O)OC(=O)C)CC)OC)C(=O)OC)O.OS(=O)(=O)O. Drug 2: CC1=C(C(=O)C2=C(C1=O)N3CC4C(C3(C2COC(=O)N)OC)N4)N. Cell line: OVCAR-4. Synergy scores: CSS=6.82, Synergy_ZIP=-3.37, Synergy_Bliss=-2.87, Synergy_Loewe=-2.91, Synergy_HSA=-2.56.